This data is from Forward reaction prediction with 1.9M reactions from USPTO patents (1976-2016). The task is: Predict the product of the given reaction. Given the reactants [C:1]([O:5][C:6](=[O:51])[NH:7][C@H:8]([C:45]1[CH:50]=[CH:49][CH:48]=[CH:47][CH:46]=1)[CH2:9][N:10]1[C:15](=[O:16])[C:14]([N:17]2[CH2:22][CH2:21][N:20]([CH2:23][C:24]3[CH:29]=[CH:28][CH:27]=[C:26]([C:30]#[N:31])[CH:25]=3)[CH2:19][CH2:18]2)=[CH:13][N:12]([CH2:32][C:33]2[C:38]([C:39]([F:42])([F:41])[F:40])=[CH:37][CH:36]=[CH:35][C:34]=2[F:43])[C:11]1=[O:44])([CH3:4])([CH3:3])[CH3:2].[N:52]([Sn](CCCC)(CCCC)CCCC)=[N+:53]=[N-:54], predict the reaction product. The product is: [C:1]([O:5][C:6](=[O:51])[NH:7][C@H:8]([C:45]1[CH:46]=[CH:47][CH:48]=[CH:49][CH:50]=1)[CH2:9][N:10]1[C:15](=[O:16])[C:14]([N:17]2[CH2:22][CH2:21][N:20]([CH2:23][C:24]3[CH:29]=[CH:28][CH:27]=[C:26]([C:30]4[NH:54][N:53]=[N:52][N:31]=4)[CH:25]=3)[CH2:19][CH2:18]2)=[CH:13][N:12]([CH2:32][C:33]2[C:38]([C:39]([F:40])([F:41])[F:42])=[CH:37][CH:36]=[CH:35][C:34]=2[F:43])[C:11]1=[O:44])([CH3:4])([CH3:2])[CH3:3].